Dataset: NCI-60 drug combinations with 297,098 pairs across 59 cell lines. Task: Regression. Given two drug SMILES strings and cell line genomic features, predict the synergy score measuring deviation from expected non-interaction effect. (1) Drug 1: CCCCC(=O)OCC(=O)C1(CC(C2=C(C1)C(=C3C(=C2O)C(=O)C4=C(C3=O)C=CC=C4OC)O)OC5CC(C(C(O5)C)O)NC(=O)C(F)(F)F)O. Drug 2: COCCOC1=C(C=C2C(=C1)C(=NC=N2)NC3=CC=CC(=C3)C#C)OCCOC.Cl. Cell line: OVCAR-4. Synergy scores: CSS=6.70, Synergy_ZIP=-4.82, Synergy_Bliss=-4.58, Synergy_Loewe=-3.34, Synergy_HSA=-4.57. (2) Drug 1: C1CNP(=O)(OC1)N(CCCl)CCCl. Drug 2: CC12CCC3C(C1CCC2OP(=O)(O)O)CCC4=C3C=CC(=C4)OC(=O)N(CCCl)CCCl.[Na+]. Cell line: T-47D. Synergy scores: CSS=8.80, Synergy_ZIP=-0.629, Synergy_Bliss=2.52, Synergy_Loewe=0.785, Synergy_HSA=0.0479. (3) Drug 1: CCC1=C2CN3C(=CC4=C(C3=O)COC(=O)C4(CC)O)C2=NC5=C1C=C(C=C5)O. Drug 2: C(CCl)NC(=O)N(CCCl)N=O. Synergy scores: CSS=60.9, Synergy_ZIP=-3.13, Synergy_Bliss=-0.163, Synergy_Loewe=-41.5, Synergy_HSA=1.36. Cell line: DU-145. (4) Drug 1: CNC(=O)C1=NC=CC(=C1)OC2=CC=C(C=C2)NC(=O)NC3=CC(=C(C=C3)Cl)C(F)(F)F. Drug 2: COCCOC1=C(C=C2C(=C1)C(=NC=N2)NC3=CC=CC(=C3)C#C)OCCOC.Cl. Cell line: NCI-H522. Synergy scores: CSS=2.87, Synergy_ZIP=-1.32, Synergy_Bliss=2.45, Synergy_Loewe=-3.57, Synergy_HSA=-0.584. (5) Drug 1: CCN(CC)CCNC(=O)C1=C(NC(=C1C)C=C2C3=C(C=CC(=C3)F)NC2=O)C. Drug 2: CN(CCCl)CCCl.Cl. Cell line: SF-268. Synergy scores: CSS=14.1, Synergy_ZIP=-4.18, Synergy_Bliss=-1.30, Synergy_Loewe=-0.744, Synergy_HSA=-2.54. (6) Drug 1: CC1C(C(CC(O1)OC2CC(CC3=C2C(=C4C(=C3O)C(=O)C5=C(C4=O)C(=CC=C5)OC)O)(C(=O)CO)O)N)O.Cl. Drug 2: CCC1(C2=C(COC1=O)C(=O)N3CC4=CC5=C(C=CC(=C5CN(C)C)O)N=C4C3=C2)O.Cl. Cell line: MDA-MB-435. Synergy scores: CSS=18.4, Synergy_ZIP=-1.10, Synergy_Bliss=3.29, Synergy_Loewe=-5.26, Synergy_HSA=0.105. (7) Cell line: MALME-3M. Synergy scores: CSS=48.6, Synergy_ZIP=2.49, Synergy_Bliss=4.27, Synergy_Loewe=4.00, Synergy_HSA=4.05. Drug 1: COC1=C(C=C2C(=C1)N=CN=C2NC3=CC(=C(C=C3)F)Cl)OCCCN4CCOCC4. Drug 2: CC(C1=C(C=CC(=C1Cl)F)Cl)OC2=C(N=CC(=C2)C3=CN(N=C3)C4CCNCC4)N. (8) Drug 1: C1=CC(=C2C(=C1NCCNCCO)C(=O)C3=C(C=CC(=C3C2=O)O)O)NCCNCCO. Drug 2: C1=C(C(=O)NC(=O)N1)F. Cell line: K-562. Synergy scores: CSS=74.4, Synergy_ZIP=-0.0254, Synergy_Bliss=-0.996, Synergy_Loewe=3.03, Synergy_HSA=6.10. (9) Drug 1: CC1=C(C=C(C=C1)NC2=NC=CC(=N2)N(C)C3=CC4=NN(C(=C4C=C3)C)C)S(=O)(=O)N.Cl. Drug 2: CCC(=C(C1=CC=CC=C1)C2=CC=C(C=C2)OCCN(C)C)C3=CC=CC=C3.C(C(=O)O)C(CC(=O)O)(C(=O)O)O. Cell line: OVCAR-8. Synergy scores: CSS=4.42, Synergy_ZIP=3.15, Synergy_Bliss=7.65, Synergy_Loewe=6.08, Synergy_HSA=6.62. (10) Drug 1: CCC1(CC2CC(C3=C(CCN(C2)C1)C4=CC=CC=C4N3)(C5=C(C=C6C(=C5)C78CCN9C7C(C=CC9)(C(C(C8N6C=O)(C(=O)OC)O)OC(=O)C)CC)OC)C(=O)OC)O.OS(=O)(=O)O. Drug 2: C1=CN(C=N1)CC(O)(P(=O)(O)O)P(=O)(O)O. Cell line: UACC-257. Synergy scores: CSS=-0.530, Synergy_ZIP=-1.80, Synergy_Bliss=-3.09, Synergy_Loewe=0.105, Synergy_HSA=-1.97.